Dataset: CYP1A2 inhibition data for predicting drug metabolism from PubChem BioAssay. Task: Regression/Classification. Given a drug SMILES string, predict its absorption, distribution, metabolism, or excretion properties. Task type varies by dataset: regression for continuous measurements (e.g., permeability, clearance, half-life) or binary classification for categorical outcomes (e.g., BBB penetration, CYP inhibition). Dataset: cyp1a2_veith. The compound is O=c1cc(N2CCN(c3cccc(Cl)c3)CC2)[nH]c(=O)n1C1CCCCC1. The result is 0 (non-inhibitor).